From a dataset of Full USPTO retrosynthesis dataset with 1.9M reactions from patents (1976-2016). Predict the reactants needed to synthesize the given product. (1) The reactants are: [NH2:1][C:2]1[CH:3]=[C:4]([CH:7]=[C:8]([CH3:10])[CH:9]=1)[C:5]#[N:6].Br.Br[CH:13]([C:15]1[CH:16]=[C:17]([C:32]([N:34]([CH3:36])[CH3:35])=[O:33])[CH:18]=[C:19]2[C:24]=1[O:23][C:22]([N:25]1[CH2:30][CH2:29][O:28][CH2:27][CH2:26]1)=[CH:21][C:20]2=[O:31])[CH3:14]. Given the product [C:5]([C:4]1[CH:3]=[C:2]([NH:1][CH:13]([C:15]2[CH:16]=[C:17]([C:32]([N:34]([CH3:36])[CH3:35])=[O:33])[CH:18]=[C:19]3[C:24]=2[O:23][C:22]([N:25]2[CH2:30][CH2:29][O:28][CH2:27][CH2:26]2)=[CH:21][C:20]3=[O:31])[CH3:14])[CH:9]=[C:8]([CH3:10])[CH:7]=1)#[N:6], predict the reactants needed to synthesize it. (2) Given the product [F:1][C:2]([F:18])([C:9]([F:16])([F:17])[C:10]([F:14])([F:15])[CH:11]([F:13])[F:12])[CH2:3][C:4]([CH2:20][CH2:21][C:22]([F:26])=[C:23]([F:25])[F:24])([C:7]#[N:8])[C:5]#[N:6], predict the reactants needed to synthesize it. The reactants are: [F:1][C:2]([F:18])([C:9]([F:17])([F:16])[C:10]([F:15])([F:14])[CH:11]([F:13])[F:12])[CH2:3][CH:4]([C:7]#[N:8])[C:5]#[N:6].Br[CH2:20][CH2:21][C:22]([F:26])=[C:23]([F:25])[F:24].C(=O)([O-])[O-].[K+].[K+].Cl.